This data is from Peptide-MHC class II binding affinity with 134,281 pairs from IEDB. The task is: Regression. Given a peptide amino acid sequence and an MHC pseudo amino acid sequence, predict their binding affinity value. This is MHC class II binding data. The peptide sequence is GWDLNAASAYCSTWD. The MHC is HLA-DQA10101-DQB10501 with pseudo-sequence HLA-DQA10101-DQB10501. The binding affinity (normalized) is 0.397.